Dataset: Catalyst prediction with 721,799 reactions and 888 catalyst types from USPTO. Task: Predict which catalyst facilitates the given reaction. (1) Reactant: [CH2:1]([O:8][C:9]([NH:11][C:12]([CH3:17])([CH3:16])[C:13]([OH:15])=O)=[O:10])[C:2]1[CH:7]=[CH:6][CH:5]=[CH:4][CH:3]=1.CN(C(ON1N=NC2C=CC=CC1=2)=[N+](C)C)C.F[P-](F)(F)(F)(F)F.CCN(CC)CC.[NH2:49][C:50]1[S:51][C:52]([O:58][C:59]2[CH:66]=[CH:65][C:62]([C:63]#[N:64])=[CH:61][CH:60]=2)=[C:53]([CH:55]2[CH2:57][CH2:56]2)[N:54]=1. Product: [CH2:1]([O:8][C:9](=[O:10])[NH:11][C:12]([C:13](=[O:15])[NH:49][C:50]1[S:51][C:52]([O:58][C:59]2[CH:66]=[CH:65][C:62]([C:63]#[N:64])=[CH:61][CH:60]=2)=[C:53]([CH:55]2[CH2:57][CH2:56]2)[N:54]=1)([CH3:17])[CH3:16])[C:2]1[CH:3]=[CH:4][CH:5]=[CH:6][CH:7]=1. The catalyst class is: 3. (2) Reactant: [C:1]([O:5][C:6](=[O:33])[NH:7][C@@H:8]([CH2:29][CH:30]([CH3:32])[CH3:31])[CH2:9][O:10][C:11]1[CH:12]=[CH:13][C:14]2[C:24]3[C:19](=[CH:20][N:21]=[CH:22][CH:23]=3)[CH:18]([C:25]([F:28])([F:27])[F:26])[O:17][C:15]=2[CH:16]=1)([CH3:4])([CH3:3])[CH3:2].C1C(=O)N([Cl:41])C(=O)C1. Product: [C:1]([O:5][C:6](=[O:33])[NH:7][C@@H:8]([CH2:29][CH:30]([CH3:31])[CH3:32])[CH2:9][O:10][C:11]1[C:12]([Cl:41])=[CH:13][C:14]2[C:24]3[C:19](=[CH:20][N:21]=[CH:22][CH:23]=3)[CH:18]([C:25]([F:28])([F:26])[F:27])[O:17][C:15]=2[CH:16]=1)([CH3:4])([CH3:3])[CH3:2]. The catalyst class is: 10.